From a dataset of NCI-60 drug combinations with 297,098 pairs across 59 cell lines. Regression. Given two drug SMILES strings and cell line genomic features, predict the synergy score measuring deviation from expected non-interaction effect. (1) Drug 1: C1CC(=O)NC(=O)C1N2C(=O)C3=CC=CC=C3C2=O. Drug 2: C1CCC(C(C1)N)N.C(=O)(C(=O)[O-])[O-].[Pt+4]. Cell line: HCC-2998. Synergy scores: CSS=14.0, Synergy_ZIP=-0.628, Synergy_Bliss=-1.97, Synergy_Loewe=-12.0, Synergy_HSA=-3.50. (2) Drug 2: N.N.Cl[Pt+2]Cl. Cell line: UO-31. Drug 1: CCC1(CC2CC(C3=C(CCN(C2)C1)C4=CC=CC=C4N3)(C5=C(C=C6C(=C5)C78CCN9C7C(C=CC9)(C(C(C8N6C)(C(=O)OC)O)OC(=O)C)CC)OC)C(=O)OC)O.OS(=O)(=O)O. Synergy scores: CSS=26.7, Synergy_ZIP=-7.95, Synergy_Bliss=-0.642, Synergy_Loewe=-0.296, Synergy_HSA=-0.535. (3) Drug 1: CC1C(C(CC(O1)OC2CC(CC3=C2C(=C4C(=C3O)C(=O)C5=C(C4=O)C(=CC=C5)OC)O)(C(=O)C)O)N)O.Cl. Drug 2: CCCCCOC(=O)NC1=NC(=O)N(C=C1F)C2C(C(C(O2)C)O)O. Cell line: COLO 205. Synergy scores: CSS=36.7, Synergy_ZIP=3.06, Synergy_Bliss=7.67, Synergy_Loewe=-19.9, Synergy_HSA=5.47.